This data is from Full USPTO retrosynthesis dataset with 1.9M reactions from patents (1976-2016). The task is: Predict the reactants needed to synthesize the given product. (1) Given the product [NH2:22][C:19]1[CH:18]=[CH:17][C:16]([CH:15]2[N:11]([C:8]3[CH:9]=[CH:10][C:5]([C:1]([CH3:3])([CH3:4])[CH3:2])=[CH:6][CH:7]=3)[CH:12]([C:25]3[CH:30]=[CH:29][C:28]([C:31]4[N:32]=[C:33]([C@@H:36]5[CH2:40][CH2:39][CH2:38][N:37]5[C:41]([O:43][C:44]([CH3:47])([CH3:46])[CH3:45])=[O:42])[NH:34][CH:35]=4)=[CH:27][CH:26]=3)[CH2:13][CH2:14]2)=[CH:21][CH:20]=1, predict the reactants needed to synthesize it. The reactants are: [C:1]([C:5]1[CH:10]=[CH:9][C:8]([N:11]2[CH:15]([C:16]3[CH:21]=[CH:20][C:19]([N+:22]([O-])=O)=[CH:18][CH:17]=3)[CH2:14][CH2:13][CH:12]2[C:25]2[CH:30]=[CH:29][C:28]([C:31]3[N:32]=[C:33]([C@@H:36]4[CH2:40][CH2:39][CH2:38][N:37]4[C:41]([O:43][C:44]([CH3:47])([CH3:46])[CH3:45])=[O:42])[NH:34][CH:35]=3)=[CH:27][CH:26]=2)=[CH:7][CH:6]=1)([CH3:4])([CH3:3])[CH3:2].C1COCC1.[H][H]. (2) Given the product [Cl:8][C:5]1[N:6]=[CH:7][C:2]2[N:17]([C@H:18]([C:20]3[CH:25]=[CH:24][C:23]([CH3:26])=[CH:22][CH:21]=3)[CH3:19])[C:15](=[O:16])[CH:10]3[CH2:11][O:12][CH2:13][CH2:14][N:9]3[C:3]=2[N:4]=1, predict the reactants needed to synthesize it. The reactants are: Br[C:2]1[C:3]([N:9]2[CH2:14][CH2:13][O:12][CH2:11][CH:10]2[C:15]([NH:17][C@H:18]([C:20]2[CH:25]=[CH:24][C:23]([CH3:26])=[CH:22][CH:21]=2)[CH3:19])=[O:16])=[N:4][C:5]([Cl:8])=[N:6][CH:7]=1.[O-]P([O-])([O-])=O.[K+].[K+].[K+].CC1(C)C2C(=C(P(C3C=CC=CC=3)C3C=CC=CC=3)C=CC=2)OC2C(P(C3C=CC=CC=3)C3C=CC=CC=3)=CC=CC1=2.